This data is from Reaction yield outcomes from USPTO patents with 853,638 reactions. The task is: Predict the reaction yield, written as a fraction of the theoretical maximum amount of product (1.0 means a 100% yield; for example, 0.34 means a 34% yield). (1) The reactants are C[O:2][C:3]([C:5]1[CH:13]=[C:12]2[C:8]([C:9]3[CH:17]=[C:16]([CH3:18])[CH:15]=[N:14][C:10]=3[NH:11]2)=[C:7]([C:19]2[CH:24]=[CH:23][CH:22]=[C:21]([S:25]([CH2:28][CH3:29])(=[O:27])=[O:26])[CH:20]=2)[CH:6]=1)=[O:4].[OH-].[Na+].Cl. The catalyst is CO. The product is [CH2:28]([S:25]([C:21]1[CH:20]=[C:19]([C:7]2[CH:6]=[C:5]([C:3]([OH:4])=[O:2])[CH:13]=[C:12]3[C:8]=2[C:9]2[CH:17]=[C:16]([CH3:18])[CH:15]=[N:14][C:10]=2[NH:11]3)[CH:24]=[CH:23][CH:22]=1)(=[O:27])=[O:26])[CH3:29]. The yield is 0.900. (2) The reactants are [F:1][C:2]1[C:10]([O:11][CH2:12][C:13]2[S:14][C:15]3[CH:21]=[CH:20][C:19]([C:22]4[CH:27]=[CH:26][C:25]([O:28]C)=[CH:24][CH:23]=4)=[CH:18][C:16]=3[N:17]=2)=[CH:9][CH:8]=[C:7]([F:30])[C:3]=1[C:4]([NH2:6])=[O:5].B(Br)(Br)Br. The catalyst is C(Cl)Cl. The product is [F:1][C:2]1[C:10]([O:11][CH2:12][C:13]2[S:14][C:15]3[CH:21]=[CH:20][C:19]([C:22]4[CH:27]=[CH:26][C:25]([OH:28])=[CH:24][CH:23]=4)=[CH:18][C:16]=3[N:17]=2)=[CH:9][CH:8]=[C:7]([F:30])[C:3]=1[C:4]([NH2:6])=[O:5]. The yield is 0.0300. (3) The reactants are [CH3:1][C:2]1[CH:3]=[C:4]([CH:7]=[CH:8][C:9]=1[O:10][CH:11]1[CH2:14][N:13]([C:15]([C:17]2[O:18][C:19]([C:22]3[CH:27]=[CH:26][CH:25]=[CH:24][CH:23]=3)=[N:20][N:21]=2)=[O:16])[CH2:12]1)[CH:5]=O.FC(F)(F)C(O)=O.[CH2:35]([C:37]1([OH:41])[CH2:40][NH:39][CH2:38]1)[CH3:36]. No catalyst specified. The product is [CH2:35]([C:37]1([OH:41])[CH2:40][N:39]([CH2:5][C:4]2[CH:7]=[CH:8][C:9]([O:10][CH:11]3[CH2:14][N:13]([C:15]([C:17]4[O:18][C:19]([C:22]5[CH:23]=[CH:24][CH:25]=[CH:26][CH:27]=5)=[N:20][N:21]=4)=[O:16])[CH2:12]3)=[C:2]([CH3:1])[CH:3]=2)[CH2:38]1)[CH3:36]. The yield is 0.110. (4) The reactants are [CH3:1][O:2][C:3](=[O:14])[CH:4]=[CH:5][C:6]1[CH:7]=[N:8][C:9]([O:12][CH3:13])=[CH:10][CH:11]=1.C(Cl)Cl. The catalyst is [Pd].CCO. The product is [CH3:1][O:2][C:3](=[O:14])[CH2:4][CH2:5][C:6]1[CH:7]=[N:8][C:9]([O:12][CH3:13])=[CH:10][CH:11]=1. The yield is 0.930. (5) The reactants are Br.[N:2]1[CH:7]=[CH:6][CH:5]=[C:4]([O:8][C:9]2[CH:14]=[CH:13][C:12]([C:15]3[O:19][C:18]([NH2:20])=[N:17][N:16]=3)=[CH:11][CH:10]=2)[CH:3]=1.[F:21][C:22]([F:34])([F:33])[O:23][C:24]1[CH:25]=[C:26]([CH:30]=[CH:31][CH:32]=1)[C:27](Cl)=[O:28]. The catalyst is N1C=CC=CC=1.CO. The product is [N:2]1[CH:7]=[CH:6][CH:5]=[C:4]([O:8][C:9]2[CH:10]=[CH:11][C:12]([C:15]3[O:19][C:18]([NH:20][C:27](=[O:28])[C:26]4[CH:30]=[CH:31][CH:32]=[C:24]([O:23][C:22]([F:21])([F:33])[F:34])[CH:25]=4)=[N:17][N:16]=3)=[CH:13][CH:14]=2)[CH:3]=1. The yield is 0.175. (6) The reactants are Br[C:2]1[C:3]2[N:4]([N:23]=[CH:24][N:25]=2)[C:5]([C:16]2[CH:21]=[CH:20][C:19]([CH3:22])=[CH:18][CH:17]=2)=[C:6]([C:8]2[CH:15]=[CH:14][C:11]([C:12]#[N:13])=[CH:10][CH:9]=2)[CH:7]=1.[C:26]([CH:28]1[CH2:32][CH2:31][N:30]([C:33]([O:35][C:36]([CH3:39])([CH3:38])[CH3:37])=[O:34])[CH2:29]1)#[CH:27].C(N(CC)C(C)C)(C)C. The catalyst is CN(C)C=O.CCOC(C)=O.C1C=CC([P]([Pd]([P](C2C=CC=CC=2)(C2C=CC=CC=2)C2C=CC=CC=2)([P](C2C=CC=CC=2)(C2C=CC=CC=2)C2C=CC=CC=2)[P](C2C=CC=CC=2)(C2C=CC=CC=2)C2C=CC=CC=2)(C2C=CC=CC=2)C2C=CC=CC=2)=CC=1.[Cu]I. The product is [C:12]([C:11]1[CH:14]=[CH:15][C:8]([C:6]2[CH:7]=[C:2]([C:27]#[C:26][CH:28]3[CH2:32][CH2:31][N:30]([C:33]([O:35][C:36]([CH3:39])([CH3:38])[CH3:37])=[O:34])[CH2:29]3)[C:3]3[N:4]([N:23]=[CH:24][N:25]=3)[C:5]=2[C:16]2[CH:21]=[CH:20][C:19]([CH3:22])=[CH:18][CH:17]=2)=[CH:9][CH:10]=1)#[N:13]. The yield is 0.680.